Dataset: Catalyst prediction with 721,799 reactions and 888 catalyst types from USPTO. Task: Predict which catalyst facilitates the given reaction. (1) Reactant: C(N(CC)CC)C.[C:8]1(=[O:14])[O:13][C:11](=[O:12])[CH:10]=[CH:9]1.[NH2:15][CH2:16][CH2:17][CH2:18][N:19]1[C:23]2=[N:24][CH:25]=[N:26][C:27]([NH2:28])=[C:22]2[C:21]([C:29]2[CH:34]=[CH:33][C:32]([O:35][C:36]3[C:41]([F:42])=[C:40]([F:43])[CH:39]=[C:38]([F:44])[C:37]=3[F:45])=[CH:31][C:30]=2[F:46])=[N:20]1. Product: [NH2:28][C:27]1[N:26]=[CH:25][N:24]=[C:23]2[N:19]([CH2:18][CH2:17][CH2:16][NH:15][C:11](=[O:12])/[CH:10]=[CH:9]/[C:8]([OH:13])=[O:14])[N:20]=[C:21]([C:29]3[CH:34]=[CH:33][C:32]([O:35][C:36]4[C:41]([F:42])=[C:40]([F:43])[CH:39]=[C:38]([F:44])[C:37]=4[F:45])=[CH:31][C:30]=3[F:46])[C:22]=12. The catalyst class is: 4. (2) Reactant: [CH2:1]([O:3][C:4]([C:6]1[N:7]=[C:8]([N:11]2[CH2:15][CH2:14][C@@H:13]([OH:16])[CH2:12]2)[S:9][CH:10]=1)=[O:5])[CH3:2].[Si:17](Cl)([C:30]([CH3:33])([CH3:32])[CH3:31])([C:24]1[CH:29]=[CH:28][CH:27]=[CH:26][CH:25]=1)[C:18]1[CH:23]=[CH:22][CH:21]=[CH:20][CH:19]=1.N1C=CN=C1.C(O)C. Product: [Si:17]([O:16][C@@H:13]1[CH2:14][CH2:15][N:11]([C:8]2[S:9][CH:10]=[C:6]([C:4]([O:3][CH2:1][CH3:2])=[O:5])[N:7]=2)[CH2:12]1)([C:30]([CH3:33])([CH3:32])[CH3:31])([C:24]1[CH:25]=[CH:26][CH:27]=[CH:28][CH:29]=1)[C:18]1[CH:23]=[CH:22][CH:21]=[CH:20][CH:19]=1. The catalyst class is: 9. (3) The catalyst class is: 11. Reactant: [CH2:1]([NH:4][C:5](=[O:20])[N:6]([C:8]1[CH:13]=[CH:12][C:11]([S:14][C:15]([F:18])([F:17])[F:16])=[CH:10][C:9]=1[F:19])[CH3:7])[CH:2]=[CH2:3].C(N(C(C)C)CC)(C)C.[F:30][C:31]1[CH:39]=[CH:38][CH:37]=[C:36]([F:40])[C:32]=1[C:33](Cl)=[O:34].C(OC)(C)(C)C. Product: [CH2:1]([N:4]([C:33](=[O:34])[C:32]1[C:31]([F:30])=[CH:39][CH:38]=[CH:37][C:36]=1[F:40])[C:5]([N:6]([C:8]1[CH:13]=[CH:12][C:11]([S:14][C:15]([F:16])([F:17])[F:18])=[CH:10][C:9]=1[F:19])[CH3:7])=[O:20])[CH:2]=[CH2:3]. (4) Product: [CH2:1]([O:18][C:17]([C:16]1[C:10]2[O:9][B:8]([OH:20])[C@@H:7]([NH:6][C:1](=[O:5])[CH2:2][CH2:3][CH3:4])[CH2:12][C:11]=2[CH:13]=[CH:14][CH:15]=1)=[O:19])[CH2:2][CH2:3][CH3:4]. Reactant: [C:1]([NH:6][CH:7]1[CH2:12][C:11]2[CH:13]=[CH:14][CH:15]=[C:16]([C:17]([OH:19])=[O:18])[C:10]=2[O:9][B:8]1[OH:20])(=[O:5])[CH2:2][CH2:3][CH3:4]. The catalyst class is: 51. (5) Reactant: [NH2:1][C:2]1[C:10]([CH3:11])=[CH:9][CH:8]=[CH:7][C:3]=1[C:4]([NH2:6])=[O:5].CCN(C(C)C)C(C)C.Cl[C:22](=[O:28])[C:23]([O:25][CH2:26][CH3:27])=[O:24]. Product: [C:4]([C:3]1[CH:7]=[CH:8][CH:9]=[C:10]([CH3:11])[C:2]=1[NH:1][C:22](=[O:28])[C:23]([O:25][CH2:26][CH3:27])=[O:24])(=[O:5])[NH2:6]. The catalyst class is: 1. (6) Reactant: N1CCC[C@H]1C(O)=O.C([O-])([O-])=O.[Cs+].[Cs+].Br[C:16]1[CH:17]=[C:18]([N:22]2[CH2:31][CH2:30][C:29]3[C:24](=[CH:25][CH:26]=[C:27]([Cl:32])[CH:28]=3)[C:23]2=[O:33])[CH:19]=[N:20][CH:21]=1.[CH2:34]([S:36]([NH2:39])(=[O:38])=[O:37])[CH3:35]. Product: [Cl:32][C:27]1[CH:28]=[C:29]2[C:24](=[CH:25][CH:26]=1)[C:23](=[O:33])[N:22]([C:18]1[CH:17]=[C:16]([NH:39][S:36]([CH2:34][CH3:35])(=[O:38])=[O:37])[CH:21]=[N:20][CH:19]=1)[CH2:31][CH2:30]2. The catalyst class is: 321. (7) Reactant: C(=O)([O-])[O-].[Ca+2].[C:6](Cl)(Cl)=[S:7].[NH2:10][C:11]1[CH:16]=[C:15]([Cl:17])[C:14]([C:18]2[CH:23]=[CH:22][C:21]([O:24][CH2:25][CH2:26][CH2:27][C:28]#[N:29])=[CH:20][CH:19]=2)=[C:13]([Cl:30])[CH:12]=1.Cl. Product: [Cl:30][C:13]1[CH:12]=[C:11]([N:10]=[C:6]=[S:7])[CH:16]=[C:15]([Cl:17])[C:14]=1[C:18]1[CH:19]=[CH:20][C:21]([O:24][CH2:25][CH2:26][CH2:27][C:28]#[N:29])=[CH:22][CH:23]=1. The catalyst class is: 46.